From a dataset of Catalyst prediction with 721,799 reactions and 888 catalyst types from USPTO. Predict which catalyst facilitates the given reaction. (1) Reactant: [Cl:1][CH2:2][CH2:3][CH2:4][O:5][C:6]1[CH:11]=[CH:10][C:9]([C:12]2[S:13][C:14]3[CH2:15][NH:16][CH2:17][CH2:18][C:19]=3[N:20]=2)=[CH:8][CH:7]=1.C(N(CC)CC)C.[C:28](Cl)(=[O:30])[CH3:29].O. Product: [C:28]([N:16]1[CH2:17][CH2:18][C:19]2[N:20]=[C:12]([C:9]3[CH:8]=[CH:7][C:6]([O:5][CH2:4][CH2:3][CH2:2][Cl:1])=[CH:11][CH:10]=3)[S:13][C:14]=2[CH2:15]1)(=[O:30])[CH3:29]. The catalyst class is: 4. (2) Reactant: Br[C:2]1[CH:7]=[CH:6][C:5]([Br:8])=[CH:4][N:3]=1.C([Li])CCC.[CH3:14][C:15]([CH3:17])=[O:16].[Cl-].[NH4+]. Product: [Br:8][C:5]1[CH:6]=[CH:7][C:2]([C:15]([OH:16])([CH3:17])[CH3:14])=[N:3][CH:4]=1. The catalyst class is: 11. (3) Reactant: [NH2:1][C:2]1[CH:7]=[N:6][C:5](Br)=[CH:4][N:3]=1.[CH3:9][S-:10].[Na+].C(=O)(O)[O-].[Na+]. Product: [CH3:9][S:10][C:5]1[N:6]=[CH:7][C:2]([NH2:1])=[N:3][CH:4]=1. The catalyst class is: 427. (4) Reactant: [C:1]([NH:4][C:5]1[CH:15]=[CH:14][C:8]([CH2:9][O:10]C(=O)C)=[CH:7][CH:6]=1)(=[O:3])[CH3:2].[Li+].[OH-]. Product: [OH:10][CH2:9][C:8]1[CH:7]=[CH:6][C:5]([NH:4][C:1](=[O:3])[CH3:2])=[CH:15][CH:14]=1. The catalyst class is: 1. (5) Reactant: [O:1]([CH2:8][C:9]([OH:11])=O)[C:2]1[CH:7]=[CH:6][CH:5]=[CH:4][CH:3]=1.[NH2:12][C:13]1[CH:14]=[C:15]([CH:19]=[CH:20][CH:21]=1)[C:16]([NH2:18])=[O:17].C1C=CC2N(O)N=NC=2C=1.CCN(C(C)C)C(C)C.C(Cl)CCl. Product: [O:1]([CH2:8][C:9]([NH:12][C:13]1[CH:14]=[C:15]([CH:19]=[CH:20][CH:21]=1)[C:16]([NH2:18])=[O:17])=[O:11])[C:2]1[CH:3]=[CH:4][CH:5]=[CH:6][CH:7]=1. The catalyst class is: 121. (6) Reactant: [F:1][C:2]([F:24])([F:23])[C:3]1[CH:22]=[CH:21][CH:20]=[CH:19][C:4]=1[CH:5]=[C:6]1[CH2:11][CH2:10][N:9](C(OC(C)(C)C)=O)[CH2:8][CH2:7]1.[ClH:25].O1CCOCC1. Product: [Cl-:25].[F:24][C:2]([F:1])([F:23])[C:3]1[CH:22]=[CH:21][CH:20]=[CH:19][C:4]=1[CH2:5][CH:6]1[CH2:7][CH2:8][NH2+:9][CH2:10][CH2:11]1. The catalyst class is: 591. (7) Reactant: [ClH:1].C(OC(=O)[NH:8][C@@H:9]([CH3:26])[C:10]([N:12]1[CH2:17][CH2:16][CH:15]([O:18][C:19]2[CH:24]=[CH:23][C:22]([F:25])=[CH:21][CH:20]=2)[CH2:14][CH2:13]1)=[O:11])(C)(C)C. Product: [ClH:1].[F:25][C:22]1[CH:23]=[CH:24][C:19]([O:18][CH:15]2[CH2:16][CH2:17][N:12]([C:10](=[O:11])[C@@H:9]([NH2:8])[CH3:26])[CH2:13][CH2:14]2)=[CH:20][CH:21]=1. The catalyst class is: 8. (8) Reactant: Cl[C:2]1[CH:7]=[C:6]([C:8]([F:11])([F:10])[F:9])[CH:5]=[C:4]([Cl:12])[N:3]=1.[F:13][C:14]1[CH:15]=[C:16]([CH2:20][NH2:21])[CH:17]=[CH:18][CH:19]=1. Product: [Cl:12][C:4]1[N:3]=[C:2]([NH:21][CH2:20][C:16]2[CH:17]=[CH:18][CH:19]=[C:14]([F:13])[CH:15]=2)[CH:7]=[C:6]([C:8]([F:11])([F:10])[F:9])[CH:5]=1. The catalyst class is: 16.